Dataset: Forward reaction prediction with 1.9M reactions from USPTO patents (1976-2016). Task: Predict the product of the given reaction. (1) Given the reactants [CH3:1][N:2]1[CH2:7][C@@H:6]([O:8][C:9]2[CH:14]=[CH:13][N:12]=[CH:11][CH:10]=2)[CH2:5][C@H:4]([C:15]([O:17]C)=O)[C@H:3]1[C:19]([N:21]1[CH2:26][CH:25]=[C:24]([C:27]2[CH:32]=[CH:31][CH:30]=[CH:29][CH:28]=2)[CH2:23][CH2:22]1)=[O:20].[OH:33][NH2:34].Cl.C[O-].[Na+], predict the reaction product. The product is: [OH:33][NH:34][C:15]([C@H:4]1[CH2:5][C@H:6]([O:8][C:9]2[CH:14]=[CH:13][N:12]=[CH:11][CH:10]=2)[CH2:7][N:2]([CH3:1])[C@@H:3]1[C:19]([N:21]1[CH2:26][CH:25]=[C:24]([C:27]2[CH:32]=[CH:31][CH:30]=[CH:29][CH:28]=2)[CH2:23][CH2:22]1)=[O:20])=[O:17]. (2) Given the reactants [CH3:1][O:2][C@H:3]1[C@@H:7]2[O:8][C:9]([CH3:12])([CH3:11])[O:10][C@@H:6]2[C@@H:5]([C@H:13]([OH:31])[C@@H:14]([NH:20][C:21]([O:23][CH2:24][C:25]2[CH:30]=[CH:29][CH:28]=[CH:27][CH:26]=2)=[O:22])[C:15]([O:17][CH2:18][CH3:19])=[O:16])[O:4]1.CN(C1C=CC=CN=1)C.[C:41](OC(=O)C)(=[O:43])[CH3:42], predict the reaction product. The product is: [CH3:1][O:2][C@H:3]1[C@@H:7]2[O:8][C:9]([CH3:11])([CH3:12])[O:10][C@@H:6]2[C@H:5]([C@H:13]([O:31][C:41](=[O:43])[CH3:42])[C@@H:14]([NH:20][C:21]([O:23][CH2:24][C:25]2[CH:26]=[CH:27][CH:28]=[CH:29][CH:30]=2)=[O:22])[C:15]([O:17][CH2:18][CH3:19])=[O:16])[O:4]1. (3) Given the reactants [Si]([Cl:5])(C)(C)C.[CH3:6][N:7]([CH3:36])[C:8]1([C:30]2[CH:35]=[CH:34][CH:33]=[CH:32][CH:31]=2)[CH2:13][CH2:12][CH:11]([NH:14][C@@H:15]([CH2:20][C:21]2[C:29]3[C:24](=[CH:25][CH:26]=[CH:27][CH:28]=3)[NH:23][CH:22]=2)[C:16]([NH:18][CH3:19])=[O:17])[CH2:10][CH2:9]1, predict the reaction product. The product is: [ClH:5].[ClH:5].[CH3:36][N:7]([CH3:6])[C:8]1([C:30]2[CH:35]=[CH:34][CH:33]=[CH:32][CH:31]=2)[CH2:13][CH2:12][CH:11]([NH:14][C@@H:15]([CH2:20][C:21]2[C:29]3[C:24](=[CH:25][CH:26]=[CH:27][CH:28]=3)[NH:23][CH:22]=2)[C:16]([NH:18][CH3:19])=[O:17])[CH2:10][CH2:9]1.